This data is from Reaction yield outcomes from USPTO patents with 853,638 reactions. The task is: Predict the reaction yield, written as a fraction of the theoretical maximum amount of product (1.0 means a 100% yield; for example, 0.34 means a 34% yield). The reactants are Br[C:2]1[CH:3]=[C:4]([NH:10][C:11]2[CH:23]=[C:14]3[CH2:15][N:16]([CH:19]4[CH2:22][O:21][CH2:20]4)[CH2:17][CH2:18][N:13]3[N:12]=2)[C:5](=[O:9])[N:6]([CH3:8])[CH:7]=1.CC1(C)C(C)(C)[O:28][B:27](B2OC(C)(C)C(C)(C)O2)[O:26]1.C([O-])(=O)C.[K+]. The catalyst is C1C=CC(P(C2C=CC=CC=2)[C-]2C=CC=C2)=CC=1.C1C=CC(P(C2C=CC=CC=2)[C-]2C=CC=C2)=CC=1.Cl[Pd]Cl.[Fe+2].O1CCOCC1. The product is [CH3:8][N:6]1[C:5](=[O:9])[C:4]([NH:10][C:11]2[CH:23]=[C:14]3[CH2:15][N:16]([CH:19]4[CH2:22][O:21][CH2:20]4)[CH2:17][CH2:18][N:13]3[N:12]=2)=[CH:3][C:2]([B:27]([OH:28])[OH:26])=[CH:7]1. The yield is 0.330.